This data is from Forward reaction prediction with 1.9M reactions from USPTO patents (1976-2016). The task is: Predict the product of the given reaction. (1) Given the reactants [Br:1][C:2]1[C:3]([C:13]#[N:14])=[C:4]([C:8]([O:10]CC)=[O:9])[NH:5][C:6]=1[CH3:7].C1COCC1.O.[OH-].[Li+], predict the reaction product. The product is: [Br:1][C:2]1[C:3]([C:13]#[N:14])=[C:4]([C:8]([OH:10])=[O:9])[NH:5][C:6]=1[CH3:7]. (2) Given the reactants [CH2:1]([C:9]1[O:10][C:11]2[CH:17]=[CH:16][C:15](Br)=[CH:14][C:12]=2[CH:13]=1)[CH2:2][CH2:3][CH2:4][CH2:5][CH2:6][CH2:7][CH3:8].C([Li])CCC.C[O:25][B:26](OC)[O:27]C.Cl, predict the reaction product. The product is: [CH2:1]([C:9]1[O:10][C:11]2[CH:17]=[CH:16][C:15]([B:26]([OH:27])[OH:25])=[CH:14][C:12]=2[CH:13]=1)[CH2:2][CH2:3][CH2:4][CH2:5][CH2:6][CH2:7][CH3:8]. (3) Given the reactants CC(CC(O)=O)=O.N=O.CC1(C)CCCC(C)(C)N1.[CH3:20][O:21][C:22]1[C:23]([O:55][CH3:56])=[CH:24][C:25]2[N:31]([C:32]([O:34][CH2:35][C:36]([Cl:39])([Cl:38])[Cl:37])=[O:33])[C@H:30]([CH2:40][O:41][Si:42]([C:45]([CH3:48])([CH3:47])[CH3:46])([CH3:44])[CH3:43])[C@@H:29]3[CH2:49][C@@H:50]([OH:52])[CH2:51][N:28]3[C:27](=[O:53])[C:26]=2[CH:54]=1, predict the reaction product. The product is: [CH3:20][O:21][C:22]1[C:23]([O:55][CH3:56])=[CH:24][C:25]2[N:31]([C:32]([O:34][CH2:35][C:36]([Cl:39])([Cl:37])[Cl:38])=[O:33])[C@H:30]([CH2:40][O:41][Si:42]([C:45]([CH3:48])([CH3:47])[CH3:46])([CH3:44])[CH3:43])[C@@H:29]3[CH2:49][C:50](=[O:52])[CH2:51][N:28]3[C:27](=[O:53])[C:26]=2[CH:54]=1. (4) Given the reactants [Cl:1][C:2]([O:5][C:6](=[O:12])[O:7][C:8](Cl)(Cl)Cl)(Cl)Cl.[N:13]1[CH:18]=CC=C[CH:14]=1.[O:19]1[CH2:24][CH2:23]C(O)[CH2:21][CH2:20]1.OCCN(C)C(=O)OC(C)(C)C, predict the reaction product. The product is: [ClH:1].[C:6](=[O:12])([O:7][CH:8]1[CH2:23][CH2:24][O:19][CH2:20][CH2:21]1)[O:5][CH2:2][CH2:18][NH:13][CH3:14]. (5) Given the reactants [NH2:1][C:2]1[C:3]([C:7]([NH:9][C:10]2[CH:15]=[CH:14][C:13]([F:16])=[C:12]([Br:17])[CH:11]=2)=O)=[N:4][S:5][N:6]=1.COC1C=CC(P2(=S)SP(C3C=CC(OC)=CC=3)(=S)[S:27]2)=CC=1, predict the reaction product. The product is: [NH2:1][C:2]1[C:3]([C:7](=[S:27])[NH:9][C:10]2[CH:15]=[CH:14][C:13]([F:16])=[C:12]([Br:17])[CH:11]=2)=[N:4][S:5][N:6]=1. (6) Given the reactants [Cl:1][C:2]1[CH:7]=[CH:6][CH:5]=[CH:4][C:3]=1[C:8]1[N:12]=[C:11]([NH2:13])[NH:10][N:9]=1.[CH2:14]([N:16]1[C:24]2[C:19](=[CH:20][C:21]([C:25](=O)[CH2:26][C:27](OCC)=[O:28])=[CH:22][CH:23]=2)[CH:18]=[N:17]1)[CH3:15].CC1C=CC(S(O)(=O)=O)=CC=1, predict the reaction product. The product is: [Cl:1][C:2]1[CH:7]=[CH:6][CH:5]=[CH:4][C:3]=1[C:8]1[N:12]=[C:11]2[NH:13][C:25]([C:21]3[CH:20]=[C:19]4[C:24](=[CH:23][CH:22]=3)[N:16]([CH2:14][CH3:15])[N:17]=[CH:18]4)=[CH:26][C:27](=[O:28])[N:10]2[N:9]=1. (7) Given the reactants [F:1][C:2]1[CH:3]=[C:4]([CH:19]=[C:20]([F:22])[CH:21]=1)[CH2:5][N:6]1[C:14]2[C:9](=[CH:10][CH:11]=[C:12]([NH:15][C:16](=[O:18])[CH3:17])[CH:13]=2)[CH:8]=[CH:7]1.[N+:23]([C:26]1[CH:31]=[CH:30][CH:29]=[CH:28][C:27]=1[S:32]Cl)([O-:25])=[O:24], predict the reaction product. The product is: [F:22][C:20]1[CH:19]=[C:4]([CH:3]=[C:2]([F:1])[CH:21]=1)[CH2:5][N:6]1[C:14]2[C:9](=[CH:10][CH:11]=[C:12]([NH:15][C:16](=[O:18])[CH3:17])[CH:13]=2)[C:8]([S:32][C:27]2[CH:28]=[CH:29][CH:30]=[CH:31][C:26]=2[N+:23]([O-:25])=[O:24])=[CH:7]1. (8) Given the reactants [Cl:1][C:2]1[C:3]([C:12]([F:15])([F:14])[F:13])=[N:4][N:5]([CH2:8][C:9]([OH:11])=O)[C:6]=1[CH3:7].CCN(CC)CC.CN(C(ON1N=NC2C=CC=NC1=2)=[N+](C)C)C.F[P-](F)(F)(F)(F)F.[F:47][C:48]1[CH:53]=[CH:52][C:51]([N:54]2[C:62]3[CH2:61][CH2:60][CH:59]([C:63]([O:65][CH3:66])=[O:64])[NH:58][C:57]=3[CH:56]=[N:55]2)=[CH:50][CH:49]=1, predict the reaction product. The product is: [Cl:1][C:2]1[C:3]([C:12]([F:15])([F:14])[F:13])=[N:4][N:5]([CH2:8][C:9]([N:58]2[CH:59]([C:63]([O:65][CH3:66])=[O:64])[CH2:60][CH2:61][C:62]3[N:54]([C:51]4[CH:50]=[CH:49][C:48]([F:47])=[CH:53][CH:52]=4)[N:55]=[CH:56][C:57]2=3)=[O:11])[C:6]=1[CH3:7].